From a dataset of Full USPTO retrosynthesis dataset with 1.9M reactions from patents (1976-2016). Predict the reactants needed to synthesize the given product. (1) Given the product [CH3:51][C:52]([NH:56][C:16]([C:15]1[C:10]([NH:9][C:6]2[CH:5]=[CH:4][C:3]([C:2]([F:1])([F:20])[F:19])=[CH:8][CH:7]=2)=[N:11][CH:12]=[N:13][CH:14]=1)=[O:18])([C:54]#[CH:55])[CH3:53], predict the reactants needed to synthesize it. The reactants are: [F:1][C:2]([F:20])([F:19])[C:3]1[CH:8]=[CH:7][C:6]([NH:9][C:10]2[C:15]([C:16]([OH:18])=O)=[CH:14][N:13]=[CH:12][N:11]=2)=[CH:5][CH:4]=1.CCN=C=NCCCN(C)C.C1C=CC2N(O)N=NC=2C=1.CCN(C(C)C)C(C)C.[CH3:51][C:52]([NH2:56])([C:54]#[CH:55])[CH3:53]. (2) Given the product [Cl:7][C:6]1[N:5]=[C:4]([NH2:14])[CH:3]=[C:2]([C:9]([F:12])([F:11])[F:10])[CH:1]=1, predict the reactants needed to synthesize it. The reactants are: [CH:1]1[C:6]([Cl:7])=[N:5][C:4](Cl)=[CH:3][C:2]=1[C:9]([F:12])([F:11])[F:10].[OH-].[NH4+:14]. (3) Given the product [Br:11][C:12]1[N:16]([CH2:17][C:18]#[C:19][CH3:20])[C:15]([C:21]([O:23][CH3:24])=[O:22])=[C:14]([CH:25]=[O:26])[N:13]=1, predict the reactants needed to synthesize it. The reactants are: [H-].C([Al+]CC(C)C)C(C)C.[Br:11][CH:12]1[N:16]([CH2:17][C:18]#[C:19][CH3:20])[C:15]([C:21]([O:23][CH3:24])=[O:22])=[C:14]([C:25](OC)=[O:26])[NH:13]1. (4) Given the product [C:1]([O:5][C@@H:6]([C:12]1[C:13]([CH3:27])=[N:14][C:15]2[N:16]([N:19]=[C:20]([C:22]([O:24][CH2:25][CH3:26])=[O:23])[CH:21]=2)[C:17]=1[N:32]1[CH2:33][CH2:34][C:29]([CH3:28])([CH:35]=[CH2:36])[CH2:30][CH2:31]1)[C:7]([O:9][CH2:10][CH3:11])=[O:8])([CH3:4])([CH3:3])[CH3:2], predict the reactants needed to synthesize it. The reactants are: [C:1]([O:5][C@@H:6]([C:12]1[C:13]([CH3:27])=[N:14][C:15]2[N:16]([N:19]=[C:20]([C:22]([O:24][CH2:25][CH3:26])=[O:23])[CH:21]=2)[C:17]=1I)[C:7]([O:9][CH2:10][CH3:11])=[O:8])([CH3:4])([CH3:3])[CH3:2].[CH3:28][C:29]1([CH:35]=[CH2:36])[CH2:34][CH2:33][NH:32][CH2:31][CH2:30]1.Cl.CCN(C(C)C)C(C)C. (5) The reactants are: COC[O:4][C:5]1[CH:6]=[C:7]([C:11]2[N:12]=[C:13]([N:24]3[CH2:29][CH2:28][O:27][CH2:26][CH2:25]3)[C:14]3[N:20]=[CH:19][C:18]([CH2:21][C:22]#[N:23])=[CH:17][C:15]=3[N:16]=2)[CH:8]=[CH:9][CH:10]=1.Cl. Given the product [OH:4][C:5]1[CH:6]=[C:7]([C:11]2[N:12]=[C:13]([N:24]3[CH2:25][CH2:26][O:27][CH2:28][CH2:29]3)[C:14]3[N:20]=[CH:19][C:18]([CH2:21][C:22]#[N:23])=[CH:17][C:15]=3[N:16]=2)[CH:8]=[CH:9][CH:10]=1, predict the reactants needed to synthesize it. (6) Given the product [O:47]1[CH2:52][CH2:51][CH2:50][CH2:49][CH:48]1[CH2:53][NH:54][C:44]([C:27]1[N:28]=[C:29]2[C:34]([C:35]([F:38])([F:36])[F:37])=[CH:33][C:32]([C:39]3[O:40][CH:41]=[CH:42][CH:43]=3)=[CH:31][N:30]2[C:26]=1[Cl:25])=[O:45], predict the reactants needed to synthesize it. The reactants are: CN(C(ON1N=NC2C=CC=NC1=2)=[N+](C)C)C.F[P-](F)(F)(F)(F)F.[Cl:25][C:26]1[N:30]2[CH:31]=[C:32]([C:39]3[O:40][CH:41]=[CH:42][CH:43]=3)[CH:33]=[C:34]([C:35]([F:38])([F:37])[F:36])[C:29]2=[N:28][C:27]=1[C:44](O)=[O:45].[O:47]1[CH2:52][CH2:51][CH2:50][CH2:49][CH:48]1[CH2:53][NH2:54].